From a dataset of Full USPTO retrosynthesis dataset with 1.9M reactions from patents (1976-2016). Predict the reactants needed to synthesize the given product. (1) Given the product [C:26]([O:19][C:11]1[CH:10]=[C:9]([NH:8][C:6]([O:5][C:1]([CH3:4])([CH3:2])[CH3:3])=[O:7])[CH:18]=[CH:17][C:12]=1[C:13]([O:15][CH3:16])=[O:14])(=[O:28])[CH3:27], predict the reactants needed to synthesize it. The reactants are: [C:1]([O:5][C:6]([NH:8][C:9]1[CH:18]=[CH:17][C:12]([C:13]([O:15][CH3:16])=[O:14])=[C:11]([OH:19])[CH:10]=1)=[O:7])([CH3:4])([CH3:3])[CH3:2].N1C=CC=CC=1.[C:26](OC(=O)C)(=[O:28])[CH3:27]. (2) Given the product [Br:1][C:2]1[CH:7]=[CH:6][C:5]([C:8](=[N:22][O:23][CH2:24][CH3:25])[CH:9]2[CH2:10][CH2:11][N:12]([C:15]3([CH3:21])[CH2:20][CH2:19][N:18]([C:38]([C:29]4[CH:28]=[C:27]([OH:26])[C:36]5[C:31](=[C:32]([OH:37])[CH:33]=[CH:34][CH:35]=5)[N:30]=4)=[O:39])[CH2:17][CH2:16]3)[CH2:13][CH2:14]2)=[CH:4][CH:3]=1, predict the reactants needed to synthesize it. The reactants are: [Br:1][C:2]1[CH:7]=[CH:6][C:5]([C:8](=[N:22][O:23][CH2:24][CH3:25])[CH:9]2[CH2:14][CH2:13][N:12]([C:15]3([CH3:21])[CH2:20][CH2:19][NH:18][CH2:17][CH2:16]3)[CH2:11][CH2:10]2)=[CH:4][CH:3]=1.[OH:26][C:27]1[C:36]2[C:31](=[C:32]([OH:37])[CH:33]=[CH:34][CH:35]=2)[N:30]=[C:29]([C:38](O)=[O:39])[CH:28]=1.CCN(CC)CC.CN(C(ON1N=NC2C=CC=NC1=2)=[N+](C)C)C.F[P-](F)(F)(F)(F)F. (3) Given the product [CH:17]1([N:16]2[C:15]3[CH:23]=[CH:24][C:25]([C:27]([O:29][CH2:30][CH3:31])=[O:28])=[CH:26][C:14]=3[N:13]=[C:12]2[C:9]2[CH:10]=[CH:11][C:6]([OH:5])=[CH:7][CH:8]=2)[CH2:18][CH2:19][CH2:20][CH2:21][CH2:22]1, predict the reactants needed to synthesize it. The reactants are: BrC1C=C(C=CC=1)[O:5][C:6]1[CH:11]=[CH:10][C:9]([C:12]2[N:16]([CH:17]3[CH2:22][CH2:21][CH2:20][CH2:19][CH2:18]3)[C:15]3[CH:23]=[CH:24][C:25]([C:27]([O:29][CH2:30][CH3:31])=[O:28])=[CH:26][C:14]=3[N:13]=2)=[CH:8][CH:7]=1.Cl.OC1C=CC(C(=N)OC)=CC=1. (4) Given the product [OH:65][C@H:63]([CH3:64])[C@H:55]([NH:54][C:18](=[O:19])[CH2:17][N:14]1[CH2:13][C:12]2([CH2:21][CH2:22][CH2:23][N:11]2[C:9]([O:8][CH2:1][C:2]2[CH:7]=[CH:6][CH:5]=[CH:4][CH:3]=2)=[O:10])[C:15]1=[O:16])[C:56](=[O:57])[N:58]1[CH2:59][CH2:60][CH2:61][CH2:62]1, predict the reactants needed to synthesize it. The reactants are: [CH2:1]([O:8][C:9]([N:11]1[CH2:23][CH2:22][CH2:21][C:12]21[C:15](=[O:16])[N:14]([CH2:17][C:18](O)=[O:19])[CH2:13]2)=[O:10])[C:2]1[CH:7]=[CH:6][CH:5]=[CH:4][CH:3]=1.CCN=C=NCCCN(C)C.C1C=CC2N(O)N=NC=2C=1.CCN(C(C)C)C(C)C.[NH2:54][C@@H:55]([C@H:63]([OH:65])[CH3:64])[C:56]([N:58]1[CH2:62][CH2:61][CH2:60][CH2:59]1)=[O:57]. (5) Given the product [Cl:1][C:2]1[CH:10]=[CH:9][C:8]2[N:7]([CH2:11][C:12]([NH2:22])=[O:13])[C:6]3[CH2:17][CH2:18][N:19]([CH3:21])[CH2:20][C:5]=3[C:4]=2[CH:3]=1, predict the reactants needed to synthesize it. The reactants are: [Cl:1][C:2]1[CH:10]=[CH:9][C:8]2[N:7]([CH2:11][C:12](OCC)=[O:13])[C:6]3[CH2:17][CH2:18][N:19]([CH3:21])[CH2:20][C:5]=3[C:4]=2[CH:3]=1.[NH3:22]. (6) Given the product [Br:1][C:2]1[CH:10]=[CH:9][C:5]2[N:6]=[CH:7][N:8]([C:14]([C:15]3[CH:20]=[CH:19][CH:18]=[CH:17][CH:16]=3)([C:27]3[CH:28]=[CH:29][CH:30]=[CH:31][CH:32]=3)[C:21]3[CH:22]=[CH:23][CH:24]=[CH:25][CH:26]=3)[C:4]=2[C:3]=1[F:11], predict the reactants needed to synthesize it. The reactants are: [Br:1][C:2]1[CH:10]=[CH:9][C:5]2[NH:6][CH:7]=[N:8][C:4]=2[C:3]=1[F:11].[H-].[Na+].[C:14](Cl)([C:27]1[CH:32]=[CH:31][CH:30]=[CH:29][CH:28]=1)([C:21]1[CH:26]=[CH:25][CH:24]=[CH:23][CH:22]=1)[C:15]1[CH:20]=[CH:19][CH:18]=[CH:17][CH:16]=1. (7) Given the product [CH2:20]([O:19][C:18](=[O:22])/[CH:17]=[CH:15]/[C:8]1[C:7]2[C:12](=[CH:13][CH:14]=[C:5]([O:4][CH3:3])[N:6]=2)[N:11]=[CH:10][CH:9]=1)[CH3:21], predict the reactants needed to synthesize it. The reactants are: [H-].[Na+].[CH3:3][O:4][C:5]1[N:6]=[C:7]2[C:12](=[CH:13][CH:14]=1)[N:11]=[CH:10][CH:9]=[C:8]2[CH:15]=O.[CH3:17][C:18](=[O:22])[O:19][CH2:20][CH3:21].